Predict the reactants needed to synthesize the given product. From a dataset of Full USPTO retrosynthesis dataset with 1.9M reactions from patents (1976-2016). (1) Given the product [C:31]([C:26]1[CH:27]=[CH:28][CH:29]=[CH:30][C:25]=1[C:20]1[C:19]([C:17]([N:6]2[C@@H:7]([C:10]3[CH:15]=[CH:14][CH:13]=[CH:12][C:11]=3[Cl:16])[CH2:8][CH2:9][C@H:5]2[C:3]([O:2][CH3:1])=[O:4])=[O:18])=[CH:24][CH:23]=[CH:22][CH:21]=1)(=[NH:32])[NH2:33], predict the reactants needed to synthesize it. The reactants are: [CH3:1][O:2][C:3]([C@@H:5]1[CH2:9][CH2:8][C@H:7]([C:10]2[CH:15]=[CH:14][CH:13]=[CH:12][C:11]=2[Cl:16])[N:6]1[C:17]([C:19]1[C:20]([C:25]2[CH:30]=[CH:29][CH:28]=[CH:27][C:26]=2/[C:31](=[N:33]\O)/[NH2:32])=[CH:21][CH:22]=[CH:23][CH:24]=1)=[O:18])=[O:4].CCO.C1COCC1.CC(O)=O.N#N. (2) Given the product [Cl:1][C:2]1[CH:3]=[CH:4][C:5]([O:25][CH2:37][C:36]2[CH:39]=[CH:40][C:33]([F:32])=[CH:34][CH:35]=2)=[C:6]([C:8]2[CH:13]=[CH:12][CH:11]=[CH:10][C:9]=2[C:14]2[N:19]=[C:18]([C:20]([O:22][CH2:23][CH3:24])=[O:21])[CH:17]=[CH:16][CH:15]=2)[CH:7]=1, predict the reactants needed to synthesize it. The reactants are: [Cl:1][C:2]1[CH:3]=[CH:4][C:5]([OH:25])=[C:6]([C:8]2[CH:13]=[CH:12][CH:11]=[CH:10][C:9]=2[C:14]2[N:19]=[C:18]([C:20]([O:22][CH2:23][CH3:24])=[O:21])[CH:17]=[CH:16][CH:15]=2)[CH:7]=1.C(=O)([O-])[O-].[K+].[K+].[F:32][C:33]1[CH:40]=[CH:39][C:36]([CH2:37]Br)=[CH:35][CH:34]=1. (3) Given the product [Br-:34].[CH2:27]([N+:12]1[CH:13]=[CH:14][C:9]([N:7]2[CH:8]=[CH:3][C:4](=[O:26])[C:5]([C:15]3[N:19]([C:20]4[CH:21]=[CH:22][CH:23]=[CH:24][CH:25]=4)[N:18]=[CH:17][CH:16]=3)=[N:6]2)=[CH:10][CH:11]=1)[C:28]1[CH:33]=[CH:32][CH:31]=[CH:30][CH:29]=1, predict the reactants needed to synthesize it. The reactants are: CO[C:3]1[C:4](=[O:26])[C:5]([C:15]2[N:19]([C:20]3[CH:25]=[CH:24][CH:23]=[CH:22][CH:21]=3)[N:18]=[CH:17][CH:16]=2)=[N:6][N:7]([C:9]2[CH:14]=[CH:13][N:12]=[CH:11][CH:10]=2)[CH:8]=1.[CH2:27]([Br:34])[C:28]1[CH:33]=[CH:32][CH:31]=[CH:30][CH:29]=1. (4) Given the product [F:50][C:2]([F:1])([F:49])[C:3]1[CH:4]=[C:5]([C@H:13]2[O:17][C:16](=[O:18])[N:15]([CH2:19][C:20]3[C:25]([C:26]4[CH:27]=[C:28]([C:34]5[CH:43]=[CH:42][C:37]([C:38]([O:40][CH3:41])=[O:39])=[CH:36][C:35]=5[CH3:45])[CH:29]=[N:30][C:31]=4[O:32][CH3:33])=[CH:24][N:23]=[C:22]([S:46][CH3:47])[N:21]=3)[C@H:14]2[CH3:48])[CH:6]=[C:7]([C:9]([F:12])([F:11])[F:10])[CH:8]=1, predict the reactants needed to synthesize it. The reactants are: [F:1][C:2]([F:50])([F:49])[C:3]1[CH:4]=[C:5]([C@H:13]2[O:17][C:16](=[O:18])[N:15]([CH2:19][C:20]3[C:25]([C:26]4[CH:27]=[C:28]([C:34]5[C:43](C)=[CH:42][C:37]([C:38]([O:40][CH3:41])=[O:39])=[CH:36][C:35]=5[CH3:45])[CH:29]=[N:30][C:31]=4[O:32][CH3:33])=[CH:24][N:23]=[C:22]([S:46][CH3:47])[N:21]=3)[C@H:14]2[CH3:48])[CH:6]=[C:7]([C:9]([F:12])([F:11])[F:10])[CH:8]=1.FC(F)(F)C1C=C([C@H]2OC(=O)N(CC3C(B4OC(C)(C)C(C)(C)O4)=CN=C(SC)N=3)[C@H]2C)C=C(C(F)(F)F)C=1.